Dataset: Reaction yield outcomes from USPTO patents with 853,638 reactions. Task: Predict the reaction yield, written as a fraction of the theoretical maximum amount of product (1.0 means a 100% yield; for example, 0.34 means a 34% yield). (1) The reactants are C(O[BH-](OC(=O)C)OC(=O)C)(=O)C.[Na+].C(O)=O.[Cl:18][C:19]1[C:27]([CH3:28])=[N:26][C:25]2[N:21]([N:22]=[C:23]3[CH2:31][N:30]([C:32]([C:34]4[CH:39]=[CH:38][CH:37]=[CH:36][C:35]=4[O:40][CH2:41][CH:42]4[CH2:46][CH2:45][NH:44][CH2:43]4)=[O:33])[CH2:29][C:24]3=2)[C:20]=1[CH3:47].[CH3:48][C:49]([CH3:51])=O.CC(O)=O. The catalyst is C(Cl)Cl. The product is [Cl:18][C:19]1[C:27]([CH3:28])=[N:26][C:25]2[N:21]([N:22]=[C:23]3[CH2:31][N:30]([C:32]([C:34]4[CH:39]=[CH:38][CH:37]=[CH:36][C:35]=4[O:40][CH2:41][CH:42]4[CH2:46][CH2:45][N:44]([CH:49]([CH3:51])[CH3:48])[CH2:43]4)=[O:33])[CH2:29][C:24]3=2)[C:20]=1[CH3:47]. The yield is 0.760. (2) The reactants are [CH3:1][N:2]([CH3:39])[C@@H:3]1[CH2:7][CH2:6][N:5]([C:8]2[N:13]3[CH:14]=[C:15]([CH2:17][N:18]([C@H:29]([C:31]4C=CC(OC)=[CH:33][CH:32]=4)C)[C@@H:19]4[C:28]5[N:27]=[CH:26][CH:25]=[CH:24][C:23]=5[CH2:22][CH2:21][CH2:20]4)[N:16]=[C:12]3[CH:11]=[CH:10][CH:9]=2)[CH2:4]1.C1(C=O)CC1. No catalyst specified. The product is [CH:31]1([CH2:29][N:18]([CH2:17][C:15]2[N:16]=[C:12]3[CH:11]=[CH:10][CH:9]=[C:8]([N:5]4[CH2:6][CH2:7][C@@H:3]([N:2]([CH3:39])[CH3:1])[CH2:4]4)[N:13]3[CH:14]=2)[C@@H:19]2[C:28]3[N:27]=[CH:26][CH:25]=[CH:24][C:23]=3[CH2:22][CH2:21][CH2:20]2)[CH2:32][CH2:33]1. The yield is 0.750. (3) The reactants are [C:1]([C:3]([C:6]1[CH:10]=[C:9]([NH:11][C:12](=[O:20])OC2C=CC=CC=2)[O:8][N:7]=1)([CH3:5])[CH3:4])#[N:2].[CH3:21][O:22][C:23]1[CH:24]=[C:25]2[C:30](=[CH:31][C:32]=1[O:33][CH3:34])[N:29]=[CH:28][N:27]=[C:26]2[S:35][C:36]1[CH:37]=[C:38]([CH:40]=[CH:41][CH:42]=1)[NH2:39]. The catalyst is C1COCC1. The product is [C:1]([C:3]([C:6]1[CH:10]=[C:9]([NH:11][C:12]([NH:39][C:38]2[CH:40]=[CH:41][CH:42]=[C:36]([S:35][C:26]3[C:25]4[C:30](=[CH:31][C:32]([O:33][CH3:34])=[C:23]([O:22][CH3:21])[CH:24]=4)[N:29]=[CH:28][N:27]=3)[CH:37]=2)=[O:20])[O:8][N:7]=1)([CH3:4])[CH3:5])#[N:2]. The yield is 0.320. (4) The reactants are [F:1][C:2]1[CH:7]=[C:6]([F:8])[CH:5]=[CH:4][C:3]=1[C:9]1[N:10]=[C:11]2[CH2:16][CH2:15][CH2:14][CH2:13][N:12]2[C:17]=1I.C([Mg]Cl)(C)C.I[C:25]1[CH:26]=[CH:27][C:28]2[N:29]([C:31]([CH:34]([CH3:36])[CH3:35])=[N:32][N:33]=2)[N:30]=1.CN(C=O)C. The catalyst is C1COCC1.[Cl-].[Zn+2].[Cl-].C1C=CC([P]([Pd]([P](C2C=CC=CC=2)(C2C=CC=CC=2)C2C=CC=CC=2)([P](C2C=CC=CC=2)(C2C=CC=CC=2)C2C=CC=CC=2)[P](C2C=CC=CC=2)(C2C=CC=CC=2)C2C=CC=CC=2)(C2C=CC=CC=2)C2C=CC=CC=2)=CC=1.[O-]S([O-])(=O)=O.[Zn+2]. The product is [F:1][C:2]1[CH:7]=[C:6]([F:8])[CH:5]=[CH:4][C:3]=1[C:9]1[N:10]=[C:11]2[CH2:16][CH2:15][CH2:14][CH2:13][N:12]2[C:17]=1[C:25]1[CH:26]=[CH:27][C:28]2[N:29]([C:31]([CH:34]([CH3:36])[CH3:35])=[N:32][N:33]=2)[N:30]=1. The yield is 0.0700. (5) The reactants are [CH3:1][C:2]1[C:6]([CH2:7][N:8]2[CH:12]=[C:11]([N:13]3[C:17](=[O:18])[C:16]([CH3:20])([CH3:19])[N:15]([CH2:21][C:22]4[CH:27]=[CH:26][CH:25]=[C:24]([CH2:28][OH:29])[CH:23]=4)[C:14]3=[O:30])[CH:10]=[N:9]2)=[C:5]([CH3:31])[O:4][N:3]=1.[H-].[Na+].I[CH3:35]. The catalyst is CN(C)C=O.C(OCC)(=O)C. The product is [CH3:1][C:2]1[C:6]([CH2:7][N:8]2[CH:12]=[C:11]([N:13]3[C:17](=[O:18])[C:16]([CH3:20])([CH3:19])[N:15]([CH2:21][C:22]4[CH:27]=[CH:26][CH:25]=[C:24]([CH2:28][O:29][CH3:35])[CH:23]=4)[C:14]3=[O:30])[CH:10]=[N:9]2)=[C:5]([CH3:31])[O:4][N:3]=1. The yield is 0.360. (6) The product is [C:1]1([CH:11]([N:13]2[CH:17]3[CH2:18][N:19]([CH2:22][CH2:23][C:24]4[CH:29]=[CH:28][CH:27]=[CH:26][CH:25]=4)[CH2:20][CH2:21][CH:16]3[CH2:15][CH2:14]2)[CH3:12])[C:10]2[C:5](=[CH:6][CH:7]=[CH:8][CH:9]=2)[CH:4]=[CH:3][CH:2]=1. The catalyst is C1COCC1. The yield is 0.480. The reactants are [C:1]1([CH:11]([N:13]2[CH:17]3[C:18](=O)[N:19]([CH2:22][CH2:23][C:24]4[CH:29]=[CH:28][CH:27]=[CH:26][CH:25]=4)[CH2:20][CH2:21][CH:16]3[CH2:15][CH2:14]2)[CH3:12])[C:10]2[C:5](=[CH:6][CH:7]=[CH:8][CH:9]=2)[CH:4]=[CH:3][CH:2]=1.CC(C[AlH]CC(C)C)C.C1(C)C=CC=CC=1. (7) The reactants are [NH:1]1[C:9]2[C:4](=[C:5]([N:10]3[CH2:15][CH2:14][N:13]([CH2:16][C:17]4[CH:26]=[CH:25][C:24]5[C:19](=[CH:20][CH:21]=[CH:22][CH:23]=5)[N:18]=4)[CH2:12][CH2:11]3)[CH:6]=[CH:7][CH:8]=2)[CH:3]=[CH:2]1.BrCC1C=CC2C(=CC=C([O:39][C:40]([O:42][C:43]([CH3:46])([CH3:45])[CH3:44])=[O:41])C=2)N=1. No catalyst specified. The product is [C:43]([O:42][C:40]([O:41][C:22]1[CH:23]=[C:24]2[C:19](=[CH:20][CH:21]=1)[N:18]=[C:17]([CH2:16][N:13]1[CH2:14][CH2:15][N:10]([C:5]3[CH:6]=[CH:7][CH:8]=[C:9]4[C:4]=3[CH:3]=[CH:2][NH:1]4)[CH2:11][CH2:12]1)[CH:26]=[CH:25]2)=[O:39])([CH3:46])([CH3:45])[CH3:44]. The yield is 0.370. (8) The reactants are [NH2:1][CH2:2][CH:3]1[CH2:6][N:5]([C:7]2[S:8][C:9]([C:13]([O:15][CH2:16][CH3:17])=[O:14])=[C:10]([CH3:12])[N:11]=2)[CH2:4]1.[Cl:18][C:19]1[N:20]=[C:21]([C:26](O)=[O:27])[NH:22][C:23]=1[CH2:24][CH3:25].CCN=C=NCCCN(C)C.Cl.ON1C2C=CC=CC=2N=N1.CN1CCOCC1. No catalyst specified. The product is [Cl:18][C:19]1[N:20]=[C:21]([C:26]([NH:1][CH2:2][CH:3]2[CH2:6][N:5]([C:7]3[S:8][C:9]([C:13]([O:15][CH2:16][CH3:17])=[O:14])=[C:10]([CH3:12])[N:11]=3)[CH2:4]2)=[O:27])[NH:22][C:23]=1[CH2:24][CH3:25]. The yield is 0.560.